From a dataset of Full USPTO retrosynthesis dataset with 1.9M reactions from patents (1976-2016). Predict the reactants needed to synthesize the given product. (1) Given the product [CH2:12]([O:19][C:5]1[C:4]([Br:3])=[CH:9][C:8]([Cl:10])=[CH:7][N:6]=1)[C:13]1[CH:18]=[CH:17][CH:16]=[CH:15][CH:14]=1, predict the reactants needed to synthesize it. The reactants are: [H-].[Na+].[Br:3][C:4]1[C:5](Cl)=[N:6][CH:7]=[C:8]([Cl:10])[CH:9]=1.[CH2:12]([OH:19])[C:13]1[CH:18]=[CH:17][CH:16]=[CH:15][CH:14]=1.[H][H]. (2) Given the product [S:1]1[C:5]2[CH:6]=[CH:7][CH:8]=[CH:9][C:4]=2[N:3]=[C:2]1[CH2:10][CH:11]([NH:16][C:17]([O:19][C:20]([CH3:23])([CH3:22])[CH3:21])=[O:18])[C:12]([OH:14])=[O:13], predict the reactants needed to synthesize it. The reactants are: [S:1]1[C:5]2[CH:6]=[CH:7][CH:8]=[CH:9][C:4]=2[N:3]=[C:2]1[CH2:10][CH:11]([NH:16][C:17]([O:19][C:20]([CH3:23])([CH3:22])[CH3:21])=[O:18])[C:12]([O:14]C)=[O:13].[OH-].[Li+].